This data is from Reaction yield outcomes from USPTO patents with 853,638 reactions. The task is: Predict the reaction yield, written as a fraction of the theoretical maximum amount of product (1.0 means a 100% yield; for example, 0.34 means a 34% yield). (1) The reactants are [C:1]1([C:21]2[CH:26]=[CH:25][CH:24]=[CH:23][CH:22]=2)[CH:6]=[CH:5][C:4]([N:7]2[C:20]3[C:15](=[CH:16][CH:17]=[CH:18][CH:19]=3)[CH2:14][C:13]3[CH:12]=[CH:11][CH:10]=[CH:9][C:8]2=3)=[CH:3][CH:2]=1.[Br:27]C1CC(=O)NC1=O. The catalyst is C(Cl)(Cl)Cl. The product is [C:1]1([C:21]2[CH:22]=[CH:23][CH:24]=[CH:25][CH:26]=2)[CH:6]=[CH:5][C:4]([N:7]2[C:8]3[C:13](=[CH:12][CH:11]=[CH:10][CH:9]=3)[CH2:14][C:15]3[CH:16]=[C:17]([Br:27])[CH:18]=[CH:19][C:20]2=3)=[CH:3][CH:2]=1. The yield is 0.770. (2) The reactants are [O:1]1[CH:5]=[CH:4][CH:3]=[C:2]1[C:6](=[O:16])[CH2:7][C:8]1[CH:9]=[N:10][C:11]([O:14]C)=[CH:12][CH:13]=1.I[CH3:18]. The catalyst is CC(OC)(C)C. The product is [O:1]1[CH:5]=[CH:4][CH:3]=[C:2]1[C:6](=[O:16])[CH2:7][C:8]1[CH:13]=[CH:12][C:11](=[O:14])[N:10]([CH3:18])[CH:9]=1. The yield is 0.857.